From a dataset of Full USPTO retrosynthesis dataset with 1.9M reactions from patents (1976-2016). Predict the reactants needed to synthesize the given product. (1) Given the product [Cl:11][CH2:12][CH2:13][CH2:14][O:1][C:2]1[C:3]([CH3:8])=[N:4][CH:5]=[CH:6][CH:7]=1, predict the reactants needed to synthesize it. The reactants are: [OH:1][C:2]1[C:3]([CH3:8])=[N:4][CH:5]=[CH:6][CH:7]=1.[H-].[Na+].[Cl:11][CH2:12][CH2:13][CH2:14]I.[Na+].[Cl-]. (2) Given the product [N+:8]([C:4]1[CH:3]=[C:2]([C:19]#[C:18][C:17]([O:21][C:22]2[CH:23]=[C:24]([CH3:30])[C:25]([Br:29])=[C:26]([CH3:28])[CH:27]=2)=[O:20])[CH:7]=[CH:6][CH:5]=1)([O-:10])=[O:9], predict the reactants needed to synthesize it. The reactants are: I[C:2]1[CH:7]=[CH:6][CH:5]=[C:4]([N+:8]([O-:10])=[O:9])[CH:3]=1.C([O-])([O-])=O.[K+].[K+].[C:17]([O:21][C:22]1[CH:27]=[C:26]([CH3:28])[C:25]([Br:29])=[C:24]([CH3:30])[CH:23]=1)(=[O:20])[C:18]#[CH:19]. (3) Given the product [CH3:1][N:2]([C@H:15]([C:17]1[CH:22]=[CH:21][CH:20]=[CH:19][CH:18]=1)[CH3:16])[C:3]1[CH:4]=[CH:5][C:6]2[N:7]([C:9]([C:12]#[N:14])=[N:10][N:11]=2)[N:8]=1, predict the reactants needed to synthesize it. The reactants are: [CH3:1][N:2]([C@H:15]([C:17]1[CH:22]=[CH:21][CH:20]=[CH:19][CH:18]=1)[CH3:16])[C:3]1[CH:4]=[CH:5][C:6]2[N:7]([C:9]([C:12]([NH2:14])=O)=[N:10][N:11]=2)[N:8]=1.C([O-])(O)=O.[Na+].C(Cl)Cl. (4) The reactants are: [Br:1][C:2]1[S:3][C:4]([C:8]([OH:10])=O)=[C:5]([Br:7])[N:6]=1.S(Cl)(Cl)=O.CN(C)C=O.C(N(CC)CC)C.[CH2:27]([NH2:30])[CH:28]=[CH2:29]. Given the product [CH2:27]([NH:30][C:8]([C:4]1[S:3][C:2]([Br:1])=[N:6][C:5]=1[Br:7])=[O:10])[CH:28]=[CH2:29], predict the reactants needed to synthesize it. (5) Given the product [Br:24][C:25]1[CH:30]=[CH:29][C:28]([O:31][CH2:32][CH2:33][O:34][CH3:35])=[CH:27][C:26]=1[CH2:36][CH2:22][C:21]([O:20][C:16]([CH3:19])([CH3:18])[CH3:17])=[O:23], predict the reactants needed to synthesize it. The reactants are: C(NC1CCCCC1)(C)C.[Li]CCCC.[C:16]([O:20][C:21](=[O:23])[CH3:22])([CH3:19])([CH3:18])[CH3:17].[Br:24][C:25]1[CH:30]=[CH:29][C:28]([O:31][CH2:32][CH2:33][O:34][CH3:35])=[CH:27][C:26]=1[CH2:36]Br.